This data is from Catalyst prediction with 721,799 reactions and 888 catalyst types from USPTO. The task is: Predict which catalyst facilitates the given reaction. (1) Reactant: [Cl:1][C:2]1[CH:7]=[CH:6][C:5]([Cl:8])=[CH:4][C:3]=1[S:9](Cl)(=[O:11])=[O:10].Cl.Cl.[NH:15]1[CH2:20][CH2:19][CH:18]([CH2:21][N:22]2[CH2:31][CH2:30][C:29]3[C:24](=[CH:25][CH:26]=[CH:27][CH:28]=3)[CH2:23]2)[CH2:17][CH2:16]1.C(N(CC)C(C)C)(C)C. Product: [Cl:1][C:2]1[CH:7]=[CH:6][C:5]([Cl:8])=[CH:4][C:3]=1[S:9]([N:15]1[CH2:20][CH2:19][CH:18]([CH2:21][N:22]2[CH2:31][CH2:30][C:29]3[C:24](=[CH:25][CH:26]=[CH:27][CH:28]=3)[CH2:23]2)[CH2:17][CH2:16]1)(=[O:11])=[O:10]. The catalyst class is: 2. (2) The catalyst class is: 14. Reactant: [CH2:1]([O:8][C:9]1[C:32](=[O:33])[N:13]2[CH2:14][CH:15]3[CH2:20][CH2:19][C:18]([NH:21][C:22]([O:24][CH2:25][C:26]4[CH:31]=[CH:30][CH:29]=[CH:28][CH:27]=4)=[O:23])([C:12]2=[N:11][C:10]=1[C:34]([O:36]CC)=[O:35])[CH2:17][CH2:16]3)[C:2]1[CH:7]=[CH:6][CH:5]=[CH:4][CH:3]=1.O.O[Li].O. Product: [CH2:1]([O:8][C:9]1[C:32](=[O:33])[N:13]2[CH2:14][CH:15]3[CH2:16][CH2:17][C:18]([NH:21][C:22]([O:24][CH2:25][C:26]4[CH:31]=[CH:30][CH:29]=[CH:28][CH:27]=4)=[O:23])([C:12]2=[N:11][C:10]=1[C:34]([OH:36])=[O:35])[CH2:19][CH2:20]3)[C:2]1[CH:3]=[CH:4][CH:5]=[CH:6][CH:7]=1. (3) Reactant: [CH3:1][C:2]1[CH:22]=[C:5]2[C:6]([C@H:10]3[CH2:12][C@@H:11]3[CH2:13][NH:14]C(=O)OC(C)(C)C)=[CH:7][CH:8]=[CH:9][N:4]2[N:3]=1.[ClH:23].CO. Product: [ClH:23].[ClH:23].[CH3:1][C:2]1[CH:22]=[C:5]2[C:6]([C@H:10]3[CH2:12][C@@H:11]3[CH2:13][NH2:14])=[CH:7][CH:8]=[CH:9][N:4]2[N:3]=1. The catalyst class is: 5. (4) Reactant: Cl[CH2:2][C:3]1[CH:4]=[C:5]([NH:9][C:10](=[O:37])[CH2:11][N:12]2[N:18]=[C:17]([CH:19]3[CH2:24][CH2:23][CH2:22][CH2:21][CH2:20]3)[C:16]3[CH:25]=[CH:26][CH:27]=[CH:28][C:15]=3[N:14]([CH2:29][C:30](=[O:35])[C:31]([CH3:34])([CH3:33])[CH3:32])[C:13]2=[O:36])[CH:6]=[CH:7][CH:8]=1.[NH2:38][C:39]([NH2:41])=[S:40].[Na+].[I-]. Product: [C:39]([S:40][CH2:2][C:3]1[CH:4]=[C:5]([NH:9][C:10](=[O:37])[CH2:11][N:12]2[N:18]=[C:17]([CH:19]3[CH2:24][CH2:23][CH2:22][CH2:21][CH2:20]3)[C:16]3[CH:25]=[CH:26][CH:27]=[CH:28][C:15]=3[N:14]([CH2:29][C:30](=[O:35])[C:31]([CH3:34])([CH3:33])[CH3:32])[C:13]2=[O:36])[CH:6]=[CH:7][CH:8]=1)(=[NH:38])[NH2:41]. The catalyst class is: 21. (5) Reactant: [H-].[Na+].[NH:3]1[CH:7]=[CH:6][CH:5]=[C:4]1[C:8]1[CH:23]=[CH:22][C:11]([O:12][CH2:13][CH2:14][CH2:15][N:16]2[CH2:21][CH2:20][CH2:19][CH2:18][CH2:17]2)=[CH:10][CH:9]=1.Cl[CH2:25][CH2:26][CH2:27][N:28]1[CH2:33][CH2:32][CH2:31][CH2:30][CH2:29]1. Product: [N:28]1([CH2:27][CH2:26][CH2:25][N:3]2[CH:7]=[CH:6][CH:5]=[C:4]2[C:8]2[CH:23]=[CH:22][C:11]([O:12][CH2:13][CH2:14][CH2:15][N:16]3[CH2:21][CH2:20][CH2:19][CH2:18][CH2:17]3)=[CH:10][CH:9]=2)[CH2:33][CH2:32][CH2:31][CH2:30][CH2:29]1. The catalyst class is: 18.